From a dataset of Peptide-MHC class I binding affinity with 185,985 pairs from IEDB/IMGT. Regression. Given a peptide amino acid sequence and an MHC pseudo amino acid sequence, predict their binding affinity value. This is MHC class I binding data. The peptide sequence is EIYKRWII. The MHC is HLA-B51:01 with pseudo-sequence HLA-B51:01. The binding affinity (normalized) is 0.